This data is from NCI-60 drug combinations with 297,098 pairs across 59 cell lines. The task is: Regression. Given two drug SMILES strings and cell line genomic features, predict the synergy score measuring deviation from expected non-interaction effect. Drug 1: CC1=CC2C(CCC3(C2CCC3(C(=O)C)OC(=O)C)C)C4(C1=CC(=O)CC4)C. Drug 2: C1=NC(=NC(=O)N1C2C(C(C(O2)CO)O)O)N. Cell line: UACC-257. Synergy scores: CSS=-6.48, Synergy_ZIP=3.07, Synergy_Bliss=1.74, Synergy_Loewe=-2.67, Synergy_HSA=-2.80.